Dataset: Catalyst prediction with 721,799 reactions and 888 catalyst types from USPTO. Task: Predict which catalyst facilitates the given reaction. (1) Product: [Cl:31][CH2:32][C:33]([NH:24][C@H:21]1[CH2:22][CH2:23][C@H:18]([NH:17][C:14]2[CH:15]=[CH:16][C:11]3[N:12]([C:8]([C:4]4[CH:5]=[CH:6][CH:7]=[C:2]([Cl:1])[CH:3]=4)=[CH:9][N:10]=3)[N:13]=2)[CH2:19][CH2:20]1)=[O:34]. Reactant: [Cl:1][C:2]1[CH:3]=[C:4]([C:8]2[N:12]3[N:13]=[C:14]([NH:17][C@H:18]4[CH2:23][CH2:22][C@H:21]([NH2:24])[CH2:20][CH2:19]4)[CH:15]=[CH:16][C:11]3=[N:10][CH:9]=2)[CH:5]=[CH:6][CH:7]=1.N1C=CC=CC=1.[Cl:31][CH2:32][C:33](Cl)=[O:34].C([O-])(O)=O.[Na+]. The catalyst class is: 61. (2) Reactant: [N:1]1[C:6]2[CH:7]=[CH:8][S:9][C:5]=2[C:4]([C:10]([OH:12])=O)=[N:3][CH:2]=1.[N+:13]([C:16]1[CH:23]=[CH:22][C:19]([CH2:20][NH2:21])=[CH:18][CH:17]=1)([O-:15])=[O:14].F[P-](F)(F)(F)(F)F.N1(OC(N(C)C)=[N+](C)C)C2N=CC=CC=2N=N1. Product: [N+:13]([C:16]1[CH:17]=[CH:18][C:19]([CH2:20][NH:21][C:10]([C:4]2[C:5]3[S:9][CH:8]=[CH:7][C:6]=3[N:1]=[CH:2][N:3]=2)=[O:12])=[CH:22][CH:23]=1)([O-:15])=[O:14]. The catalyst class is: 4. (3) Reactant: Cl.[N:2]1[CH:3]=[CH:4][N:5]2[CH:10]=[CH:9][N:8]=[C:7]([N:11]3[CH2:15][CH2:14][C@H:13]([NH2:16])[CH2:12]3)[C:6]=12.[F:17][C:18]1[CH:23]=[CH:22][C:21]([N:24]2[CH:28]=[N:27][C:26]([C:29](O)=[O:30])=[N:25]2)=[CH:20][CH:19]=1.C(N(CC)C(C)C)C.CN(C(ON1N=NC2C=CC=NC1=2)=[N+](C)C)C.F[P-](F)(F)(F)(F)F. Product: [F:17][C:18]1[CH:19]=[CH:20][C:21]([N:24]2[CH:28]=[N:27][C:26]([C:29]([NH:16][C@H:13]3[CH2:14][CH2:15][N:11]([C:7]4[C:6]5[N:5]([CH:4]=[CH:3][N:2]=5)[CH:10]=[CH:9][N:8]=4)[CH2:12]3)=[O:30])=[N:25]2)=[CH:22][CH:23]=1. The catalyst class is: 39.